The task is: Predict the reaction yield, written as a fraction of the theoretical maximum amount of product (1.0 means a 100% yield; for example, 0.34 means a 34% yield).. This data is from Reaction yield outcomes from USPTO patents with 853,638 reactions. The reactants are [CH3:1][O:2][C:3](=[O:31])[CH2:4][C:5]1[C:14]2[C:9](=[CH:10][C:11]([O:17][CH3:18])=[C:12]([O:15][CH3:16])[CH:13]=2)[C:8]([CH2:19][C:20]2[CH:25]=[CH:24][CH:23]=[C:22]([O:26][CH:27]([CH2:29][CH3:30])[CH3:28])[CH:21]=2)=[N:7][CH:6]=1.[Se](=O)=[O:33].C(OCC)(=O)C.CCCCCC. The catalyst is C(OCC)(=O)C. The product is [CH3:1][O:2][C:3](=[O:31])[CH2:4][C:5]1[C:14]2[C:9](=[CH:10][C:11]([O:17][CH3:18])=[C:12]([O:15][CH3:16])[CH:13]=2)[C:8]([C:19](=[O:33])[C:20]2[CH:25]=[CH:24][CH:23]=[C:22]([O:26][CH:27]([CH2:29][CH3:30])[CH3:28])[CH:21]=2)=[N:7][CH:6]=1. The yield is 0.830.